From a dataset of Full USPTO retrosynthesis dataset with 1.9M reactions from patents (1976-2016). Predict the reactants needed to synthesize the given product. (1) Given the product [C:1]([C:4]1([C:7]2[CH:12]=[CH:11][CH:10]=[CH:9][C:8]=2[CH2:13][CH2:14][C:15]2[C:20]([C:21]([F:22])([F:24])[F:23])=[CH:19][N:18]=[C:17]([NH:25][C:26]3[CH:31]=[CH:30][C:29]([CH:32]([NH:34][C:35](=[O:41])[O:36][C:37]([CH3:40])([CH3:39])[CH3:38])[CH3:33])=[CH:28][CH:27]=3)[N:16]=2)[CH2:6][CH2:5]1)(=[O:3])[NH2:2], predict the reactants needed to synthesize it. The reactants are: [C:1]([C:4]1([C:7]2[CH:12]=[CH:11][CH:10]=[CH:9][C:8]=2[C:13]#[C:14][C:15]2[C:20]([C:21]([F:24])([F:23])[F:22])=[CH:19][N:18]=[C:17]([NH:25][C:26]3[CH:31]=[CH:30][C:29]([CH:32]([NH:34][C:35](=[O:41])[O:36][C:37]([CH3:40])([CH3:39])[CH3:38])[CH3:33])=[CH:28][CH:27]=3)[N:16]=2)[CH2:6][CH2:5]1)(=[O:3])[NH2:2]. (2) Given the product [C:1]([NH:5][C:6]([C:8]1[C:16]2[C:11](=[N:12][CH:13]=[C:14]([C:17]3[N:18]=[CH:19][N:20]4[CH2:25][CH2:24][CH2:23][CH2:22][C:21]=34)[N:15]=2)[NH:10][CH:9]=1)=[O:7])([CH3:4])([CH3:2])[CH3:3], predict the reactants needed to synthesize it. The reactants are: [C:1]([NH:5][C:6]([C:8]1[C:16]2[C:11](=[N:12][CH:13]=[C:14]([C:17]3[N:18]=[CH:19][N:20]4[CH:25]=[CH:24][CH:23]=[CH:22][C:21]=34)[N:15]=2)[N:10](COCC[Si](C)(C)C)[CH:9]=1)=[O:7])([CH3:4])([CH3:3])[CH3:2].